From a dataset of NCI-60 drug combinations with 297,098 pairs across 59 cell lines. Regression. Given two drug SMILES strings and cell line genomic features, predict the synergy score measuring deviation from expected non-interaction effect. Drug 1: CC1=C2C(C(=O)C3(C(CC4C(C3C(C(C2(C)C)(CC1OC(=O)C(C(C5=CC=CC=C5)NC(=O)OC(C)(C)C)O)O)OC(=O)C6=CC=CC=C6)(CO4)OC(=O)C)OC)C)OC. Drug 2: B(C(CC(C)C)NC(=O)C(CC1=CC=CC=C1)NC(=O)C2=NC=CN=C2)(O)O. Cell line: U251. Synergy scores: CSS=45.7, Synergy_ZIP=5.23, Synergy_Bliss=2.47, Synergy_Loewe=-1.27, Synergy_HSA=5.41.